Dataset: NCI-60 drug combinations with 297,098 pairs across 59 cell lines. Task: Regression. Given two drug SMILES strings and cell line genomic features, predict the synergy score measuring deviation from expected non-interaction effect. (1) Drug 1: C1CN1C2=NC(=NC(=N2)N3CC3)N4CC4. Drug 2: C1=CC(=CC=C1CCCC(=O)O)N(CCCl)CCCl. Cell line: IGROV1. Synergy scores: CSS=15.7, Synergy_ZIP=-7.55, Synergy_Bliss=-1.16, Synergy_Loewe=-3.81, Synergy_HSA=0.0854. (2) Synergy scores: CSS=42.8, Synergy_ZIP=10.9, Synergy_Bliss=15.8, Synergy_Loewe=-4.46, Synergy_HSA=5.25. Drug 1: CC1=C(C=C(C=C1)C(=O)NC2=CC(=CC(=C2)C(F)(F)F)N3C=C(N=C3)C)NC4=NC=CC(=N4)C5=CN=CC=C5. Cell line: SK-MEL-5. Drug 2: CC1=C2C(C(=O)C3(C(CC4C(C3C(C(C2(C)C)(CC1OC(=O)C(C(C5=CC=CC=C5)NC(=O)C6=CC=CC=C6)O)O)OC(=O)C7=CC=CC=C7)(CO4)OC(=O)C)O)C)OC(=O)C.